This data is from Reaction yield outcomes from USPTO patents with 853,638 reactions. The task is: Predict the reaction yield, written as a fraction of the theoretical maximum amount of product (1.0 means a 100% yield; for example, 0.34 means a 34% yield). (1) The reactants are [CH:1]([O:4][C:5]1[CH:6]=[C:7](Br)[CH:8]=[N:9][CH:10]=1)([CH3:3])[CH3:2].[CH3:12][C@@H:13]([OH:17])[CH2:14][CH:15]=[CH2:16].C(N(CC)CC)C.C(#N)C. The catalyst is O.C([O-])(=O)C.[Pd+2].C([O-])(=O)C.C1(C)C=CC=CC=1P(C1C=CC=CC=1C)C1C=CC=CC=1C. The product is [CH:1]([O:4][C:5]1[CH:6]=[C:7](/[CH:16]=[CH:15]/[CH2:14][C@H:13]([OH:17])[CH3:12])[CH:8]=[N:9][CH:10]=1)([CH3:3])[CH3:2]. The yield is 0.850. (2) The reactants are [OH:1][C@H:2]([CH2:32][OH:33])[CH2:3][N:4]1[C:9](=[O:10])[C:8]2[C:11]([NH:18][C:19]3[CH:24]=[CH:23][C:22]([C:25]#[C:26][Si](C)(C)C)=[CH:21][C:20]=3[F:31])=[C:12]([F:17])[C:13](=[O:16])[N:14]([CH3:15])[C:7]=2[N:6]=[CH:5]1.CCCC[N+](CCCC)(CCCC)CCCC.[F-].C(Cl)Cl. The catalyst is C1COCC1. The product is [OH:1][C@H:2]([CH2:32][OH:33])[CH2:3][N:4]1[C:9](=[O:10])[C:8]2[C:11]([NH:18][C:19]3[CH:24]=[CH:23][C:22]([C:25]#[CH:26])=[CH:21][C:20]=3[F:31])=[C:12]([F:17])[C:13](=[O:16])[N:14]([CH3:15])[C:7]=2[N:6]=[CH:5]1. The yield is 0.300. (3) The reactants are [F:1][C:2]1[CH:8]=[CH:7][C:6]([I:9])=[CH:5][C:3]=1[NH2:4].[N:10]([O-])=O.[Na+].[CH3:14][O:15][CH2:16][C:17](=[O:23])[CH2:18][C:19]([O:21][CH3:22])=[O:20].CC([O-])=O.[Na+]. The catalyst is Cl.O.CCO. The product is [F:1][C:2]1[CH:8]=[CH:7][C:6]([I:9])=[CH:5][C:3]=1[NH:4][N:10]=[C:18]([C:17](=[O:23])[CH2:16][O:15][CH3:14])[C:19]([O:21][CH3:22])=[O:20]. The yield is 0.870.